Dataset: Forward reaction prediction with 1.9M reactions from USPTO patents (1976-2016). Task: Predict the product of the given reaction. (1) Given the reactants Cl[C:2]1[N:3]=[CH:4][CH:5]=[C:6]2[C:11]=1[N:10]=[CH:9][CH:8]=[CH:7]2.[Cl:12][C:13]1[CH:14]=[C:15]([CH:17]=[CH:18][CH:19]=1)[NH2:16], predict the reaction product. The product is: [Cl:12][C:13]1[CH:14]=[C:15]([NH:16][C:2]2[N:3]=[CH:4][CH:5]=[C:6]3[C:11]=2[N:10]=[CH:9][CH:8]=[CH:7]3)[CH:17]=[CH:18][CH:19]=1. (2) Given the reactants Br[CH2:2][C:3]1[N:7]([C:8]2[CH:13]=[CH:12][C:11]([C:14]([F:17])([F:16])[F:15])=[CH:10][C:9]=2[Cl:18])[N:6]=[N:5][C:4]=1[C:19]1[CH:24]=[CH:23][C:22]([O:25][CH3:26])=[CH:21][CH:20]=1.[NH3:27], predict the reaction product. The product is: [Cl:18][C:9]1[CH:10]=[C:11]([C:14]([F:17])([F:16])[F:15])[CH:12]=[CH:13][C:8]=1[N:7]1[C:3]([CH2:2][NH2:27])=[C:4]([C:19]2[CH:24]=[CH:23][C:22]([O:25][CH3:26])=[CH:21][CH:20]=2)[N:5]=[N:6]1. (3) Given the reactants [S:1]1[C:5]2[CH:6]=[CH:7][CH:8]=[C:9]([O:10][CH2:11][CH2:12][C:13]3[N:14]=[C:15]([C:19]4[CH:24]=[CH:23][CH:22]=[CH:21][CH:20]=4)[O:16][C:17]=3[CH3:18])[C:4]=2[CH:3]=[CH:2]1.[N+:25]([O-])([OH:27])=[O:26].C(=O)([O-])[O-].[Na+].[Na+], predict the reaction product. The product is: [CH3:18][C:17]1[O:16][C:15]([C:19]2[CH:24]=[CH:23][CH:22]=[CH:21][CH:20]=2)=[N:14][C:13]=1[CH2:12][CH2:11][O:10][C:9]1[C:4]2[CH:3]=[CH:2][S:1][C:5]=2[C:6]([N+:25]([O-:27])=[O:26])=[CH:7][CH:8]=1. (4) Given the reactants [C:1]([CH2:3][C:4](O)=O)#[N:2].[S:7]1[CH:11]=[CH:10][C:9](C=O)=[CH:8]1.C1(C)C=CC=CC=1.N1C=CC=CC=1, predict the reaction product. The product is: [S:7]1[CH:11]=[CH:10][C:9]([CH:4]=[CH:3][C:1]#[N:2])=[CH:8]1.